This data is from Experimentally validated miRNA-target interactions with 360,000+ pairs, plus equal number of negative samples. The task is: Binary Classification. Given a miRNA mature sequence and a target amino acid sequence, predict their likelihood of interaction. The miRNA is mmu-miR-7023-3p with sequence UCACCCUGUCUGCGCCCCUCAG. The protein sequence of the target gene is MMFRDQVGILAGWFKGWNECEQTVALLSLLKRVTRTQARFLQLCLEHSLADCNDIHLLESEANSAAIVSQWQQESKEKVVSLLLSHLPLLQPGNTEAKSEYMRLLQKVLAYSIESNAFIEESRQLLSYALIHPATTLEDRNALALWLSHLEERLASGFRSRPEPSYHSRQGSDEWGGPAELGPGEAGPGWQDKPPRENGHVPFHPSSSVPPAINSIGSNANTGLPCQIHPSPLKRSMSLIPTSPQVPGEWPSPEELGARAAFTTPDHAPLSPQSSVASSGSEQTEEQGSSRNTFQEDGSG.... Result: 0 (no interaction).